From a dataset of HIV replication inhibition screening data with 41,000+ compounds from the AIDS Antiviral Screen. Binary Classification. Given a drug SMILES string, predict its activity (active/inactive) in a high-throughput screening assay against a specified biological target. The compound is CC(=O)C(CN(CC(C)C)CC(C)C)C(c1ccccc1)c1c(O)c2ccccc2oc1=O.Cl. The result is 0 (inactive).